This data is from Full USPTO retrosynthesis dataset with 1.9M reactions from patents (1976-2016). The task is: Predict the reactants needed to synthesize the given product. (1) Given the product [O:20]1[CH:21]=[CH:22][CH:23]=[C:19]1[C:4]1[N:3]=[C:2]([NH:27][CH2:26][CH2:24][OH:25])[N:7]=[C:6]2[N:8]([CH2:11][CH2:12][C:13]3[CH:18]=[CH:17][CH:16]=[CH:15][CH:14]=3)[N:9]=[CH:10][C:5]=12, predict the reactants needed to synthesize it. The reactants are: Cl[C:2]1[N:7]=[C:6]2[N:8]([CH2:11][CH2:12][C:13]3[CH:18]=[CH:17][CH:16]=[CH:15][CH:14]=3)[N:9]=[CH:10][C:5]2=[C:4]([C:19]2[O:20][CH:21]=[CH:22][CH:23]=2)[N:3]=1.[CH2:24]([CH2:26][NH2:27])[OH:25]. (2) Given the product [CH3:16][O:15][CH2:14][CH2:13][CH2:12][CH2:11][N:8]1[C:9]2[C:5](=[CH:4][CH:3]=[C:2]([C:46]([O:52][CH3:51])=[O:47])[CH:10]=2)[C:6]([CH3:19])([CH3:18])[C:7]1=[O:17], predict the reactants needed to synthesize it. The reactants are: Br[C:2]1[CH:10]=[C:9]2[C:5]([C:6]([CH3:19])([CH3:18])[C:7](=[O:17])[N:8]2[CH2:11][CH2:12][CH2:13][CH2:14][O:15][CH3:16])=[CH:4][CH:3]=1.C1(P(C2C=CC=CC=2)C2C=CC=CC=2)C=CC=CC=1.C(N(CC)CC)C.[CH3:46][OH:47].CN([CH:51]=[O:52])C. (3) Given the product [C:1]1([S:7]([N:10]2[C:14]3[N:15]=[CH:16][N:17]=[C:18]([NH:19][CH3:20])[C:13]=3[C:12]([C:21]([C:22]3[CH:23]=[CH:24][C:25]([N:29]([C:37]4[CH:38]=[N:39][C:40]([CH3:43])=[CH:41][CH:42]=4)[C:30](=[O:36])[O:31][C:32]([CH3:35])([CH3:34])[CH3:33])=[N:26][C:27]=3[F:28])=[O:44])=[CH:11]2)(=[O:9])=[O:8])[CH:2]=[CH:3][CH:4]=[CH:5][CH:6]=1, predict the reactants needed to synthesize it. The reactants are: [C:1]1([S:7]([N:10]2[C:14]3[N:15]=[CH:16][N:17]=[C:18]([NH:19][CH3:20])[C:13]=3[C:12]([CH:21]([OH:44])[C:22]3[CH:23]=[CH:24][C:25]([N:29]([C:37]4[CH:38]=[N:39][C:40]([CH3:43])=[CH:41][CH:42]=4)[C:30](=[O:36])[O:31][C:32]([CH3:35])([CH3:34])[CH3:33])=[N:26][C:27]=3[F:28])=[CH:11]2)(=[O:9])=[O:8])[CH:6]=[CH:5][CH:4]=[CH:3][CH:2]=1. (4) Given the product [CH3:5][O:4][C:2]([NH:12][C@H:13]([C:15]([OH:17])=[O:16])[CH3:14])=[O:3], predict the reactants needed to synthesize it. The reactants are: Cl[C:2]([O:4][CH3:5])=[O:3].C([O-])([O-])=O.[Na+].[Na+].[NH2:12][C@H:13]([C:15]([OH:17])=[O:16])[CH3:14].[OH-].[Na+]. (5) Given the product [CH2:50]([O:49][C:47]([N:29]1[CH:24]2[CH2:25][CH2:26][CH:27]1[CH2:28][N:22]([C:20]([C:17]1[CH:16]=[N:15][C:14]([NH:13][C:10]3[N:11]=[CH:12][C:7]4[CH:6]=[C:5]([C:3](=[O:4])[N:2]([CH3:36])[CH3:1])[N:30]([CH:31]5[CH2:35][CH2:34][CH2:33][CH2:32]5)[C:8]=4[N:9]=3)=[CH:19][CH:18]=1)=[O:21])[CH2:23]2)=[O:48])[CH3:51], predict the reactants needed to synthesize it. The reactants are: [CH3:1][N:2]([CH3:36])[C:3]([C:5]1[N:30]([CH:31]2[CH2:35][CH2:34][CH2:33][CH2:32]2)[C:8]2[N:9]=[C:10]([NH:13][C:14]3[CH:19]=[CH:18][C:17]([C:20]([N:22]4[CH2:28][CH:27]5[NH:29][CH:24]([CH2:25][CH2:26]5)[CH2:23]4)=[O:21])=[CH:16][N:15]=3)[N:11]=[CH:12][C:7]=2[CH:6]=1)=[O:4].C(N(C(C)C)CC)(C)C.Cl[C:47]([O:49][CH2:50][CH3:51])=[O:48].